Dataset: Reaction yield outcomes from USPTO patents with 853,638 reactions. Task: Predict the reaction yield, written as a fraction of the theoretical maximum amount of product (1.0 means a 100% yield; for example, 0.34 means a 34% yield). (1) The product is [Cl:19][C:20]1[N:25]=[CH:24][C:23]2[N:26]=[C:1]([C@H:2]([OH:3])[CH3:4])[N:27]([C@H:28]([CH3:33])[C:29]([F:32])([F:30])[F:31])[C:22]=2[CH:21]=1. The reactants are [C:1](N)(=O)[C@@H:2]([CH3:4])[OH:3].F[B-](F)(F)F.C([O+](CC)CC)C.[Cl:19][C:20]1[N:25]=[CH:24][C:23]([NH2:26])=[C:22]([NH:27][C@H:28]([CH3:33])[C:29]([F:32])([F:31])[F:30])[CH:21]=1. The catalyst is ClCCl.O. The yield is 0.780. (2) The reactants are [Br:1][C:2]1[CH:3]=[C:4]([O:12][C:13]2[CH:18]=[CH:17][CH:16]=[CH:15][CH:14]=2)[C:5]([NH:8][C:9]([NH2:11])=[S:10])=[N:6][CH:7]=1.Br[CH2:20][C:21](=O)[CH2:22][C:23]([O:29][CH3:30])([CH3:28])[C:24]([O:26][CH3:27])=[O:25]. The catalyst is C1COCC1. The product is [Br:1][C:2]1[CH:3]=[C:4]([O:12][C:13]2[CH:14]=[CH:15][CH:16]=[CH:17][CH:18]=2)[C:5]([NH:8][C:9]2[S:10][CH:20]=[C:21]([CH2:22][C:23]([O:29][CH3:30])([CH3:28])[C:24]([O:26][CH3:27])=[O:25])[N:11]=2)=[N:6][CH:7]=1. The yield is 0.657.